From a dataset of Catalyst prediction with 721,799 reactions and 888 catalyst types from USPTO. Predict which catalyst facilitates the given reaction. (1) Reactant: Br[C:2]1[CH:7]=[CH:6][N:5]2[C:8]3[CH:14]=[CH:13][CH:12]=[CH:11][C:9]=3[N:10]=[C:4]2[N:3]=1.[CH2:15]([OH:20])[CH2:16][CH2:17][C:18]#[CH:19].CCN(C(C)C)C(C)C. Product: [N:3]1[C:4]2[N:5]([C:8]3[CH:14]=[CH:13][CH:12]=[CH:11][C:9]=3[N:10]=2)[CH:6]=[CH:7][C:2]=1[C:19]#[C:18][CH2:17][CH2:16][CH2:15][OH:20]. The catalyst class is: 752. (2) Reactant: Br[C:2]1[CH:3]=[C:4]([C:9]2[O:10][C:11]([CH:14]3[CH2:16][CH2:15]3)=[N:12][N:13]=2)[C:5]([NH2:8])=[N:6][CH:7]=1.[NH:17]1[C:25]2[C:20](=[CH:21][C:22](B(O)O)=[CH:23][CH:24]=2)[CH:19]=[CH:18]1.C([O-])([O-])=O.[K+].[K+].O1CCOCC1. Product: [CH:14]1([C:11]2[O:10][C:9]([C:4]3[C:5]([NH2:8])=[N:6][CH:7]=[C:2]([C:22]4[CH:21]=[C:20]5[C:25](=[CH:24][CH:23]=4)[NH:17][CH:18]=[CH:19]5)[CH:3]=3)=[N:13][N:12]=2)[CH2:16][CH2:15]1. The catalyst class is: 103. (3) Reactant: C[C:2]1[CH:3]=[C:4]([C:14]([O:16]C)=[O:15])[C:5]([C:8]2[CH:13]=[CH:12][CH:11]=[CH:10][CH:9]=2)=[CH:6][CH:7]=1.[OH-].[K+].[CH3:20]O. Product: [CH3:20][C:11]1[CH:10]=[CH:9][C:8]([C:5]2[C:4]([C:14]([OH:16])=[O:15])=[CH:3][CH:2]=[CH:7][CH:6]=2)=[CH:13][CH:12]=1. The catalyst class is: 6.